The task is: Regression. Given two drug SMILES strings and cell line genomic features, predict the synergy score measuring deviation from expected non-interaction effect.. This data is from NCI-60 drug combinations with 297,098 pairs across 59 cell lines. (1) Drug 1: C1=NC2=C(N=C(N=C2N1C3C(C(C(O3)CO)O)O)F)N. Drug 2: CC1C(C(CC(O1)OC2CC(CC3=C2C(=C4C(=C3O)C(=O)C5=C(C4=O)C(=CC=C5)OC)O)(C(=O)CO)O)N)O.Cl. Cell line: SK-OV-3. Synergy scores: CSS=15.2, Synergy_ZIP=-3.92, Synergy_Bliss=0.480, Synergy_Loewe=-3.91, Synergy_HSA=-0.396. (2) Drug 1: C1CN1C2=NC(=NC(=N2)N3CC3)N4CC4. Drug 2: CC12CCC3C(C1CCC2O)C(CC4=C3C=CC(=C4)O)CCCCCCCCCS(=O)CCCC(C(F)(F)F)(F)F. Cell line: SN12C. Synergy scores: CSS=31.5, Synergy_ZIP=3.01, Synergy_Bliss=6.11, Synergy_Loewe=-12.0, Synergy_HSA=2.14.